This data is from Catalyst prediction with 721,799 reactions and 888 catalyst types from USPTO. The task is: Predict which catalyst facilitates the given reaction. Reactant: N[C:2]1[CH:7]=[CH:6][CH:5]=[CH:4][C:3]=1[S:8]([NH:11][C:12]1[CH:13]=[CH:14][C:15]([N:22]2[CH2:27][CH2:26][O:25][CH2:24][CH2:23]2)=[C:16]2[C:21]=1[N:20]=[CH:19][CH:18]=[CH:17]2)(=[O:10])=[O:9].N(OC(C)(C)C)=O.CC(O)=O. Product: [N:22]1([C:15]2[CH:14]=[CH:13][C:12]([NH:11][S:8]([C:3]3[CH:2]=[CH:7][CH:6]=[CH:5][CH:4]=3)(=[O:9])=[O:10])=[C:21]3[C:16]=2[CH:17]=[CH:18][CH:19]=[N:20]3)[CH2:27][CH2:26][O:25][CH2:24][CH2:23]1. The catalyst class is: 1.